Dataset: Reaction yield outcomes from USPTO patents with 853,638 reactions. Task: Predict the reaction yield, written as a fraction of the theoretical maximum amount of product (1.0 means a 100% yield; for example, 0.34 means a 34% yield). (1) The reactants are [NH2:1][C:2]1[C:3]([F:32])=[C:4]([CH:29]=[CH:30][CH:31]=1)[C:5]([NH:7][C:8]1[C:13]([C:14]([F:17])([F:16])[F:15])=[CH:12][C:11]([C:18]([F:27])([C:23]([F:26])([F:25])[F:24])[C:19]([F:22])([F:21])[F:20])=[CH:10][C:9]=1[Br:28])=[O:6].S(=O)(=O)(O)O.[CH2:38]=O.[OH-].[Na+]. No catalyst specified. The product is [Br:28][C:9]1[CH:10]=[C:11]([C:18]([F:27])([C:19]([F:20])([F:21])[F:22])[C:23]([F:24])([F:25])[F:26])[CH:12]=[C:13]([C:14]([F:16])([F:17])[F:15])[C:8]=1[NH:7][C:5](=[O:6])[C:4]1[CH:29]=[CH:30][CH:31]=[C:2]([NH:1][CH3:38])[C:3]=1[F:32]. The yield is 0.720. (2) The reactants are [F:1][C:2]1[CH:7]=[CH:6][C:5]([N:8]2[C:12]([CH2:13][OH:14])=[C:11]([CH3:15])[N:10]=[N:9]2)=[CH:4][CH:3]=1.[CH3:16][O:17][C:18]([C:20]1[N:21]([CH3:26])[N:22]=[C:23](O)[CH:24]=1)=[O:19].C1(P(C2C=CC=CC=2)C2C=CC=CC=2)C=CC=CC=1.N(C(OCC)=O)=NC(OCC)=O. The catalyst is C1COCC1. The product is [CH3:16][O:17][C:18]([C:20]1[N:21]([CH3:26])[N:22]=[C:23]([O:14][CH2:13][C:12]2[N:8]([C:5]3[CH:4]=[CH:3][C:2]([F:1])=[CH:7][CH:6]=3)[N:9]=[N:10][C:11]=2[CH3:15])[CH:24]=1)=[O:19]. The yield is 0.810. (3) The reactants are [C:1]([O:5][C:6](=[O:22])[NH:7][C@H:8]([C:19](=O)[NH2:20])[CH2:9][C:10]1[CH:15]=[CH:14][C:13]([N+:16]([O-:18])=[O:17])=[CH:12][CH:11]=1)([CH3:4])([CH3:3])[CH3:2].COC1C=CC(P2(SP(C3C=CC(OC)=CC=3)(=S)S2)=[S:32])=CC=1. The catalyst is C1COCC1. The product is [C:1]([O:5][C:6](=[O:22])[NH:7][C@H:8]([C:19](=[S:32])[NH2:20])[CH2:9][C:10]1[CH:15]=[CH:14][C:13]([N+:16]([O-:18])=[O:17])=[CH:12][CH:11]=1)([CH3:4])([CH3:3])[CH3:2]. The yield is 0.830. (4) The product is [C:10]([Si:13]([CH3:15])([CH3:14])[O:8][C:5]1[CH:6]=[CH:7][C:2]([F:1])=[N:3][CH:4]=1)([CH3:12])([CH3:11])[CH3:9]. No catalyst specified. The yield is 0.980. The reactants are [F:1][C:2]1[CH:7]=[CH:6][C:5]([OH:8])=[CH:4][N:3]=1.[CH3:9][C:10]([Si:13](Cl)([CH3:15])[CH3:14])([CH3:12])[CH3:11].C([O-])(O)=O.[Na+]. (5) The reactants are Cl.[NH2:2][CH2:3][CH2:4][CH2:5][CH2:6][CH2:7][CH2:8][C:9]([O:11][CH3:12])=[O:10].[CH3:13][Si:14]([CH3:29])([CH3:28])[CH2:15][CH2:16][O:17][C:18](ON1C(=O)CCC1=O)=[O:19].C(N(CC)CC)C. The catalyst is ClCCl. The yield is 0.820. The product is [CH3:13][Si:14]([CH3:29])([CH3:28])[CH2:15][CH2:16][O:17][C:18]([NH:2][CH2:3][CH2:4][CH2:5][CH2:6][CH2:7][CH2:8][C:9]([O:11][CH3:12])=[O:10])=[O:19].